This data is from NCI-60 drug combinations with 297,098 pairs across 59 cell lines. The task is: Regression. Given two drug SMILES strings and cell line genomic features, predict the synergy score measuring deviation from expected non-interaction effect. (1) Drug 1: CC1=C(C(=CC=C1)Cl)NC(=O)C2=CN=C(S2)NC3=CC(=NC(=N3)C)N4CCN(CC4)CCO. Drug 2: CCN(CC)CCNC(=O)C1=C(NC(=C1C)C=C2C3=C(C=CC(=C3)F)NC2=O)C. Cell line: RPMI-8226. Synergy scores: CSS=12.7, Synergy_ZIP=-3.40, Synergy_Bliss=1.06, Synergy_Loewe=2.45, Synergy_HSA=2.67. (2) Drug 1: CCC1=CC2CC(C3=C(CN(C2)C1)C4=CC=CC=C4N3)(C5=C(C=C6C(=C5)C78CCN9C7C(C=CC9)(C(C(C8N6C)(C(=O)OC)O)OC(=O)C)CC)OC)C(=O)OC.C(C(C(=O)O)O)(C(=O)O)O. Drug 2: C1=CC=C(C=C1)NC(=O)CCCCCCC(=O)NO. Cell line: UACC62. Synergy scores: CSS=50.1, Synergy_ZIP=-6.63, Synergy_Bliss=-4.35, Synergy_Loewe=-9.35, Synergy_HSA=-1.42. (3) Drug 1: C1=CC(=CC=C1C#N)C(C2=CC=C(C=C2)C#N)N3C=NC=N3. Drug 2: CN(CCCl)CCCl.Cl. Cell line: SF-539. Synergy scores: CSS=8.72, Synergy_ZIP=-1.43, Synergy_Bliss=4.53, Synergy_Loewe=-4.18, Synergy_HSA=-0.987. (4) Cell line: NCI-H460. Drug 1: CC1OCC2C(O1)C(C(C(O2)OC3C4COC(=O)C4C(C5=CC6=C(C=C35)OCO6)C7=CC(=C(C(=C7)OC)O)OC)O)O. Drug 2: CCCCCOC(=O)NC1=NC(=O)N(C=C1F)C2C(C(C(O2)C)O)O. Synergy scores: CSS=39.3, Synergy_ZIP=-0.521, Synergy_Bliss=-1.35, Synergy_Loewe=-11.0, Synergy_HSA=0.0683. (5) Drug 1: C1CCN(CC1)CCOC2=CC=C(C=C2)C(=O)C3=C(SC4=C3C=CC(=C4)O)C5=CC=C(C=C5)O. Drug 2: CC1=CC2C(CCC3(C2CCC3(C(=O)C)OC(=O)C)C)C4(C1=CC(=O)CC4)C. Cell line: A549. Synergy scores: CSS=12.9, Synergy_ZIP=-5.92, Synergy_Bliss=-3.35, Synergy_Loewe=-2.77, Synergy_HSA=-2.64. (6) Drug 1: CC(C1=C(C=CC(=C1Cl)F)Cl)OC2=C(N=CC(=C2)C3=CN(N=C3)C4CCNCC4)N. Drug 2: C1=NNC2=C1C(=O)NC=N2. Cell line: HT29. Synergy scores: CSS=5.74, Synergy_ZIP=-1.02, Synergy_Bliss=0.858, Synergy_Loewe=-7.06, Synergy_HSA=-3.30. (7) Drug 1: CN(C)C1=NC(=NC(=N1)N(C)C)N(C)C. Drug 2: C1C(C(OC1N2C=NC3=C(N=C(N=C32)Cl)N)CO)O. Cell line: MDA-MB-231. Synergy scores: CSS=-1.37, Synergy_ZIP=-2.72, Synergy_Bliss=-0.587, Synergy_Loewe=-22.2, Synergy_HSA=-3.94.